This data is from Reaction yield outcomes from USPTO patents with 853,638 reactions. The task is: Predict the reaction yield, written as a fraction of the theoretical maximum amount of product (1.0 means a 100% yield; for example, 0.34 means a 34% yield). (1) The reactants are [CH:1]12[CH2:10][CH:5]3[CH2:6][CH:7]([CH2:9][CH:3]([CH2:4]3)[CH:2]1[NH:11][C:12](=[O:15])[CH2:13]Cl)[CH2:8]2.[C:16]([O:20][C:21]([N:23]1[CH2:28][CH2:27][NH:26][CH2:25][CH2:24]1)=[O:22])([CH3:19])([CH3:18])[CH3:17].C(N(CC)CC)C.CC#N. The catalyst is C1COCC1. The product is [C:16]([O:20][C:21]([N:23]1[CH2:28][CH2:27][N:26]([CH2:13][C:12](=[O:15])[NH:11][CH:2]2[CH:3]3[CH2:9][CH:7]4[CH2:6][CH:5]([CH2:10][CH:1]2[CH2:8]4)[CH2:4]3)[CH2:25][CH2:24]1)=[O:22])([CH3:19])([CH3:17])[CH3:18]. The yield is 0.630. (2) The reactants are [OH-].[K+].Br[CH2:4][CH:5]1[CH2:7][C:6]1([F:9])[F:8].[SH:10][CH2:11][CH2:12][C:13]([OH:15])=[O:14]. The catalyst is CO. The product is [F:8][C:6]1([F:9])[CH2:7][CH:5]1[CH2:4][S:10][CH2:11][CH2:12][C:13]([OH:15])=[O:14]. The yield is 0.840. (3) The reactants are [CH3:1][O:2][C:3](=[O:36])[CH:4]([NH:25]C(OCC1C=CC=CC=1)=O)[CH2:5][C:6]1[CH:14]=[C:13]([CH3:15])[C:12]2[C:8](=[CH:9][N:10]([S:16]([CH2:19][CH2:20][Si:21]([CH3:24])([CH3:23])[CH3:22])(=[O:18])=[O:17])[N:11]=2)[CH:7]=1.[H][H]. The catalyst is [Pd].CO. The product is [CH3:1][O:2][C:3](=[O:36])[C@H:4]([NH2:25])[CH2:5][C:6]1[CH:14]=[C:13]([CH3:15])[C:12]2[C:8](=[CH:9][N:10]([S:16]([CH2:19][CH2:20][Si:21]([CH3:22])([CH3:24])[CH3:23])(=[O:17])=[O:18])[N:11]=2)[CH:7]=1. The yield is 1.00. (4) The reactants are [F:1][C:2]([F:7])([F:6])[C:3]([OH:5])=[O:4].[F:8][C:9]([F:14])([F:13])[C:10]([OH:12])=[O:11].[Cl:15][C:16]1[CH:17]=[N:18][C:19]2[NH:20][C:21]3[CH:22]=[N:23][CH:24]=[C:25]([CH:38]=3)[CH2:26][CH2:27][C:28]3[CH:36]=[C:32]([NH:33][C:34]=1[N:35]=2)[CH:31]=[CH:30][C:29]=3[NH2:37].[CH3:39][N:40]=[C:41]=[O:42]. No catalyst specified. The product is [F:1][C:2]([F:7])([F:6])[C:3]([OH:5])=[O:4].[F:8][C:9]([F:14])([F:13])[C:10]([OH:12])=[O:11].[Cl:15][C:16]1[CH:17]=[N:18][C:19]2[NH:20][C:21]3[CH:22]=[N:23][CH:24]=[C:25]([CH:38]=3)[CH2:26][CH2:27][C:28]3[CH:36]=[C:32]([NH:33][C:34]=1[N:35]=2)[CH:31]=[CH:30][C:29]=3[NH:37][C:41]([NH:40][CH3:39])=[O:42]. The yield is 0.520. (5) The reactants are [C:1]([C:3]1[CH:12]=[CH:11][C:6]([C:7]([O:9][CH3:10])=[O:8])=[C:5]([F:13])[CH:4]=1)#[N:2]. The catalyst is C(O)C.C(O)(=O)C.O.[Pd]. The product is [NH2:2][CH2:1][C:3]1[CH:12]=[CH:11][C:6]([C:7]([O:9][CH3:10])=[O:8])=[C:5]([F:13])[CH:4]=1. The yield is 0.590. (6) The reactants are [Cl:1][C:2]1[C:7]([N+:8]([O-])=O)=[CH:6][CH:5]=[CH:4][C:3]=1[O:11][CH3:12].C([O-])([O-])=O.[Na+].[Na+]. The catalyst is C(O)(=O)C.C(O)C.O.[Fe]. The product is [Cl:1][C:2]1[C:3]([O:11][CH3:12])=[CH:4][CH:5]=[CH:6][C:7]=1[NH2:8]. The yield is 1.00.